This data is from NCI-60 drug combinations with 297,098 pairs across 59 cell lines. The task is: Regression. Given two drug SMILES strings and cell line genomic features, predict the synergy score measuring deviation from expected non-interaction effect. (1) Drug 1: CN(C)C1=NC(=NC(=N1)N(C)C)N(C)C. Drug 2: C1=NNC2=C1C(=O)NC=N2. Cell line: UACC62. Synergy scores: CSS=3.38, Synergy_ZIP=-0.994, Synergy_Bliss=0.933, Synergy_Loewe=-2.58, Synergy_HSA=-0.282. (2) Drug 1: CC1=C2C(C(=O)C3(C(CC4C(C3C(C(C2(C)C)(CC1OC(=O)C(C(C5=CC=CC=C5)NC(=O)C6=CC=CC=C6)O)O)OC(=O)C7=CC=CC=C7)(CO4)OC(=O)C)O)C)OC(=O)C. Drug 2: CN(CC1=CN=C2C(=N1)C(=NC(=N2)N)N)C3=CC=C(C=C3)C(=O)NC(CCC(=O)O)C(=O)O. Cell line: K-562. Synergy scores: CSS=42.6, Synergy_ZIP=0.149, Synergy_Bliss=-2.41, Synergy_Loewe=-28.9, Synergy_HSA=-1.00. (3) Drug 1: C1=CC(=CC=C1CCC2=CNC3=C2C(=O)NC(=N3)N)C(=O)NC(CCC(=O)O)C(=O)O. Drug 2: CC12CCC3C(C1CCC2OP(=O)(O)O)CCC4=C3C=CC(=C4)OC(=O)N(CCCl)CCCl.[Na+]. Cell line: UACC-257. Synergy scores: CSS=12.0, Synergy_ZIP=-6.96, Synergy_Bliss=-4.92, Synergy_Loewe=-6.32, Synergy_HSA=-3.39. (4) Drug 1: CCCS(=O)(=O)NC1=C(C(=C(C=C1)F)C(=O)C2=CNC3=C2C=C(C=N3)C4=CC=C(C=C4)Cl)F. Drug 2: C1CCC(C(C1)N)N.C(=O)(C(=O)[O-])[O-].[Pt+4]. Cell line: SK-MEL-2. Synergy scores: CSS=7.52, Synergy_ZIP=2.21, Synergy_Bliss=11.0, Synergy_Loewe=8.43, Synergy_HSA=7.58. (5) Drug 1: C1CCN(CC1)CCOC2=CC=C(C=C2)C(=O)C3=C(SC4=C3C=CC(=C4)O)C5=CC=C(C=C5)O. Drug 2: C1=C(C(=O)NC(=O)N1)F. Cell line: MDA-MB-231. Synergy scores: CSS=33.7, Synergy_ZIP=-2.34, Synergy_Bliss=-0.344, Synergy_Loewe=-2.33, Synergy_HSA=-1.98. (6) Drug 2: C1CC(CCC1OC2=C(C(=CC=C2)Cl)F)(CC3=NC(=CC=C3)NC4=NC=CS4)C(=O)O. Synergy scores: CSS=58.7, Synergy_ZIP=1.48, Synergy_Bliss=-1.20, Synergy_Loewe=-9.23, Synergy_HSA=5.80. Drug 1: CC1C(C(CC(O1)OC2CC(CC3=C2C(=C4C(=C3O)C(=O)C5=C(C4=O)C(=CC=C5)OC)O)(C(=O)CO)O)N)O. Cell line: T-47D.